This data is from Forward reaction prediction with 1.9M reactions from USPTO patents (1976-2016). The task is: Predict the product of the given reaction. (1) Given the reactants [N+:1]([C:4]1[CH:9]=[CH:8][C:7]([O:10][CH3:11])=[CH:6][C:5]=1[OH:12])([O-])=O.[H][H].C1C[O:18][CH2:17][CH2:16]1, predict the reaction product. The product is: [OH:12][C:5]1[CH:6]=[C:7]([O:10][CH3:11])[CH:8]=[CH:9][C:4]=1[NH:1][C:17](=[O:18])[CH3:16]. (2) Given the reactants [F:1][C:2]1[CH:3]=[C:4]2[C:9](=[CH:10][CH:11]=1)[C:8]([N:12]1[CH2:17][CH2:16][N:15]([CH2:18][CH2:19][CH:20]3[C:25]4[CH:26]=[CH:27][C:28]([C:30]#[N:31])=[CH:29][C:24]=4[CH2:23][CH2:22][O:21]3)[C@H:14]([CH3:32])[CH2:13]1)=[CH:7][CH:6]=[CH:5]2.[H-].[Al+3].[Li+].[H-].[H-].[H-], predict the reaction product. The product is: [F:1][C:2]1[CH:3]=[C:4]2[C:9](=[CH:10][CH:11]=1)[C:8]([N:12]1[CH2:17][CH2:16][N:15]([CH2:18][CH2:19][CH:20]3[C:25]4[CH:26]=[CH:27][C:28]([CH2:30][NH2:31])=[CH:29][C:24]=4[CH2:23][CH2:22][O:21]3)[C@H:14]([CH3:32])[CH2:13]1)=[CH:7][CH:6]=[CH:5]2. (3) The product is: [CH3:1][O:2][C:3](=[O:22])[C:4]1[CH:9]=[CH:8][N:7]=[C:6]([S:10][C:11]2[C:19]3[C:14](=[CH:15][C:16]([Cl:20])=[CH:17][CH:18]=3)[N:13]([C:24]3[CH:25]=[N:26][N:27]([CH3:29])[CH:28]=3)[C:12]=2[CH3:21])[CH:5]=1. Given the reactants [CH3:1][O:2][C:3](=[O:22])[C:4]1[CH:9]=[CH:8][N:7]=[C:6]([S:10][C:11]2[C:19]3[C:14](=[CH:15][C:16]([Cl:20])=[CH:17][CH:18]=3)[NH:13][C:12]=2[CH3:21])[CH:5]=1.Br[C:24]1[CH:25]=[N:26][N:27]([CH3:29])[CH:28]=1, predict the reaction product.